Dataset: Reaction yield outcomes from USPTO patents with 853,638 reactions. Task: Predict the reaction yield, written as a fraction of the theoretical maximum amount of product (1.0 means a 100% yield; for example, 0.34 means a 34% yield). The reactants are C([CH:4]([C:9]1[CH:14]=[CH:13][C:12]([Cl:15])=[C:11]([Cl:16])[CH:10]=1)[C:5]([O:7][CH3:8])=[O:6])(=S)C.[S:17](=O)(=O)(O)O.[CH:22]([C:24]([CH3:26])=[O:25])=[CH2:23].C(N(CC)CC)C. The catalyst is C(OCC)(=O)C.CO. The product is [Cl:16][C:11]1[CH:10]=[C:9]([CH:4]([S:17][CH2:23][CH2:22][C:24](=[O:25])[CH3:26])[C:5]([O:7][CH3:8])=[O:6])[CH:14]=[CH:13][C:12]=1[Cl:15]. The yield is 0.760.